This data is from Forward reaction prediction with 1.9M reactions from USPTO patents (1976-2016). The task is: Predict the product of the given reaction. (1) Given the reactants C(=O)([O-])[O-].[K+].[K+].[F:7][C:8]1[CH:13]=[C:12](B(O)O)[CH:11]=[CH:10][N:9]=1.FC(F)(F)S(O[C:23]1[CH:36]=[C:35]2[C:26]([O:27][C:28]3[CH:29]=[CH:30][C:31]([C:52]4[C:53]([F:58])=[N:54][CH:55]=[CH:56][CH:57]=4)=[CH:32][C:33]=3[C:34]32[C:40]2=[N:41][CH:42]=[CH:43][N:39]2[C:38]([NH:44][C:45]([O:47][C:48]([CH3:51])([CH3:50])[CH3:49])=[O:46])=[N:37]3)=[C:25]([F:59])[CH:24]=1)(=O)=O, predict the reaction product. The product is: [F:59][C:25]1[C:26]2[O:27][C:28]3[C:33](=[CH:32][C:31]([C:52]4[C:53]([F:58])=[N:54][CH:55]=[CH:56][CH:57]=4)=[CH:30][CH:29]=3)[C:34]3([C:40]4=[N:41][CH:42]=[CH:43][N:39]4[C:38]([NH:44][C:45](=[O:46])[O:47][C:48]([CH3:50])([CH3:49])[CH3:51])=[N:37]3)[C:35]=2[CH:36]=[C:23]([C:12]2[CH:11]=[CH:10][N:9]=[C:8]([F:7])[CH:13]=2)[CH:24]=1. (2) Given the reactants [CH3:1][C:2]1[CH:8]=[CH:7][CH:6]=[CH:5][C:3]=1[NH2:4].Cl[S:10]([N:13]=C=O)(=[O:12])=[O:11].[Cl-].[Al+3].[Cl-].[Cl-], predict the reaction product. The product is: [NH2:4][C:3]1[C:2]([CH3:1])=[CH:8][CH:7]=[CH:6][C:5]=1[S:10]([NH2:13])(=[O:12])=[O:11]. (3) Given the reactants [F-].C([N+](CCCC)(CCCC)CCCC)CCC.[Si]([O:26][CH2:27][C@@H:28]([N:32]1[C@H:37]([C:38]2[CH:43]=[CH:42][C:41]([Cl:44])=[CH:40][CH:39]=2)[C@@H:36]([C:45]2[CH:50]=[CH:49][CH:48]=[C:47]([Cl:51])[CH:46]=2)[O:35][C@:34]([CH2:53][C:54]2[CH:63]=[CH:62][C:57]([C:58]([O:60][CH3:61])=[O:59])=[CH:56][N:55]=2)([CH3:52])[C:33]1=[O:64])[CH:29]1[CH2:31][CH2:30]1)(C(C)(C)C)(C)C, predict the reaction product. The product is: [Cl:51][C:47]1[CH:46]=[C:45]([C@@H:36]2[C@@H:37]([C:38]3[CH:43]=[CH:42][C:41]([Cl:44])=[CH:40][CH:39]=3)[N:32]([C@@H:28]([CH:29]3[CH2:30][CH2:31]3)[CH2:27][OH:26])[C:33](=[O:64])[C@@:34]([CH2:53][C:54]3[CH:63]=[CH:62][C:57]([C:58]([O:60][CH3:61])=[O:59])=[CH:56][N:55]=3)([CH3:52])[O:35]2)[CH:50]=[CH:49][CH:48]=1. (4) Given the reactants Br[CH2:2][CH2:3][C:4]([F:7])([F:6])[F:5].[Mg].[O:9]1[CH:13]=[C:12]([CH:14]=[O:15])[CH:11]=[N:10]1, predict the reaction product. The product is: [F:5][C:4]([F:7])([F:6])[CH2:3][CH2:2][CH:14]([C:12]1[CH:11]=[N:10][O:9][CH:13]=1)[OH:15]. (5) Given the reactants Cl[C:2]1[N:11]=[C:10]([OH:12])[C:9]2[C:4](=[CH:5][C:6]([O:13][CH3:14])=[CH:7][CH:8]=2)[N:3]=1.C1COCC1.[CH3:20][NH:21][CH3:22], predict the reaction product. The product is: [CH3:20][N:21]([CH3:22])[C:2]1[N:11]=[C:10]([OH:12])[C:9]2[C:4](=[CH:5][C:6]([O:13][CH3:14])=[CH:7][CH:8]=2)[N:3]=1.